From a dataset of Full USPTO retrosynthesis dataset with 1.9M reactions from patents (1976-2016). Predict the reactants needed to synthesize the given product. (1) Given the product [OH:22][C:23]1[C:3]2[C:2](=[N:7][C:6]([C:8]3[C:13]([C:14]([F:17])([F:16])[F:15])=[CH:12][CH:11]=[CH:10][N:9]=3)=[CH:5][CH:4]=2)[NH:1][C:18](=[O:21])[CH:19]=1, predict the reactants needed to synthesize it. The reactants are: [NH2:1][C:2]1[N:7]=[C:6]([C:8]2[C:13]([C:14]([F:17])([F:16])[F:15])=[CH:12][CH:11]=[CH:10][N:9]=2)[CH:5]=[CH:4][CH:3]=1.[C:18]([OH:21])(=O)[CH3:19].[OH2:22].[CH3:23][Si]([N-][Si](C)(C)C)(C)C.[K+]. (2) The reactants are: [O:1]1[CH:5]=[CH:4][CH:3]=[C:2]1[C:6]1[N:11]=[C:10]([NH:12]C(=O)CC)[CH:9]=[C:8]([C:17]2[CH:18]=[N:19][CH:20]=[CH:21][CH:22]=2)[N:7]=1.Cl. Given the product [O:1]1[CH:5]=[CH:4][CH:3]=[C:2]1[C:6]1[N:11]=[C:10]([NH2:12])[CH:9]=[C:8]([C:17]2[CH:18]=[N:19][CH:20]=[CH:21][CH:22]=2)[N:7]=1, predict the reactants needed to synthesize it. (3) Given the product [C:53]([O:79][C:76](=[O:78])[NH:12][C@H:11]([CH2:82][OH:83])[CH2:10][C:6]1[CH:7]=[CH:8][CH:9]=[C:4]([Br:2])[CH:5]=1)([CH3:52])([CH3:54])[CH3:59], predict the reactants needed to synthesize it. The reactants are: [K+].[Br-:2].Cl[C:4]1[CH:5]=[C:6]([C@H:10](O)[CH2:11][NH:12]C2C=CNC(=O)C=2C2NC3C(N=2)=C(C)N=C(N2CCN(CC(C)CC)CC2)N=3)[CH:7]=[CH:8][CH:9]=1.ClC1C=C([C@H](O)CN[C:52]2C=CN[C:54](=O)[C:53]=2[C:59]2NC3C(N=2)=C(C)N=C(N2CCNCC2)N=3)C=CC=1.[C:76]([OH:79])(=[O:78])C.CC(CC)[CH:82]=[O:83].[BH-](OC(C)=O)(OC(C)=O)OC(C)=O.[Na+]. (4) Given the product [CH3:26][O:25][C:22]1[CH:21]=[CH:20][C:19]([C:16]2[CH:17]=[C:18]3[C:13]([CH2:12][CH2:11][N:10]3[CH2:9][C@@H:8]([NH:7][CH2:37][C:36]([N:10]3[CH2:18][CH2:13][CH2:12][C@H:11]3[C:33]#[N:34])=[O:39])[CH3:27])=[CH:14][CH:15]=2)=[CH:24][CH:23]=1, predict the reactants needed to synthesize it. The reactants are: C(OC(=O)[NH:7][C@@H:8]([CH3:27])[CH2:9][N:10]1[C:18]2[C:13](=[CH:14][CH:15]=[C:16]([C:19]3[CH:24]=[CH:23][C:22]([O:25][CH3:26])=[CH:21][CH:20]=3)[CH:17]=2)[CH:12]=[CH:11]1)(C)(C)C.C(Cl)Cl.[BH3-][C:33]#[N:34].[Na+].[C:36]([OH:39])(=O)[CH3:37]. (5) The reactants are: [Br:1][C:2]1[CH:7]=[C:6]([F:8])[CH:5]=[CH:4][C:3]=1[S:9](Cl)(=[O:11])=[O:10].[NH2:13][C:14]1[CH:23]=[CH:22][C:21]2[N:20]3[CH2:24][CH2:25][CH2:26][CH:19]3[CH2:18][CH2:17][C:16]=2[C:15]=1[C:27]([O:29][CH3:30])=[O:28]. Given the product [Br:1][C:2]1[CH:7]=[C:6]([F:8])[CH:5]=[CH:4][C:3]=1[S:9]([NH:13][C:14]1[CH:23]=[CH:22][C:21]2[N:20]3[CH2:24][CH2:25][CH2:26][CH:19]3[CH2:18][CH2:17][C:16]=2[C:15]=1[C:27]([O:29][CH3:30])=[O:28])(=[O:11])=[O:10], predict the reactants needed to synthesize it. (6) Given the product [F:21][C:11]1[CH:12]=[N:13][C:14]2[CH:15]=[CH:16][C:17](=[O:20])[N:18]3[C@H:7]([CH2:6][N:32]4[CH2:33][CH2:34][C@@H:29]([NH:28][C:27](=[O:36])[O:26][C:22]([CH3:23])([CH3:24])[CH3:25])[C@@H:30]([OH:35])[CH2:31]4)[CH2:8][O:9][C:10]=1[C:19]=23, predict the reactants needed to synthesize it. The reactants are: CS(O[CH2:6][C@H:7]1[N:18]2[C:19]3[C:10](=[C:11]([F:21])[CH:12]=[N:13][C:14]=3[CH:15]=[CH:16][C:17]2=[O:20])[O:9][CH2:8]1)(=O)=O.[C:22]([O:26][C:27](=[O:36])[NH:28][C@H:29]1[CH2:34][CH2:33][NH:32][CH2:31][C@H:30]1[OH:35])([CH3:25])([CH3:24])[CH3:23]. (7) Given the product [CH2:16]([C:14]1[C:13]([O:18][C@H:19]2[CH2:23][CH2:22][CH2:21][C@@H:20]2[C:24]2[N:28]([CH3:29])[N:27]=[CH:26][CH:25]=2)=[CH:12][C:11]([F:30])=[C:10]([S:7]([NH:6][C:31]2[CH:36]=[CH:35][N:34]=[CH:33][N:32]=2)(=[O:8])=[O:9])[CH:15]=1)[CH3:17], predict the reactants needed to synthesize it. The reactants are: COC1C=C(OC)C=CC=1C[N:6]([C:31]1[CH:36]=[CH:35][N:34]=[CH:33][N:32]=1)[S:7]([C:10]1[CH:15]=[C:14]([CH:16]=[CH2:17])[C:13]([O:18][C@H:19]2[CH2:23][CH2:22][CH2:21][C@@H:20]2[C:24]2[N:28]([CH3:29])[N:27]=[CH:26][CH:25]=2)=[CH:12][C:11]=1[F:30])(=[O:9])=[O:8].C([SiH](CC)CC)C. (8) Given the product [C:22]([N:16]1[C:15]2[N:14]=[CH:13][C:12]([C:10]3[CH:11]=[C:6]([CH2:5][C:4]([OH:25])=[O:3])[CH:7]=[N:8][CH:9]=3)=[CH:21][C:20]=2[CH2:19][CH2:18][CH2:17]1)(=[O:24])[NH2:23], predict the reactants needed to synthesize it. The reactants are: C([O:3][C:4](=[O:25])[CH2:5][C:6]1[CH:7]=[N:8][CH:9]=[C:10]([C:12]2[CH:13]=[N:14][C:15]3[N:16]([C:22](=[O:24])[NH2:23])[CH2:17][CH2:18][CH2:19][C:20]=3[CH:21]=2)[CH:11]=1)C.[OH-].[Li+]. (9) Given the product [CH3:2][O:3][C:4]1[CH:9]=[CH:8][CH:7]=[CH:6][C:5]=1[N:10]1[CH2:15][CH2:14][NH:13][CH2:12][CH2:11]1, predict the reactants needed to synthesize it. The reactants are: Cl.[CH3:2][O:3][C:4]1[CH:9]=[CH:8][CH:7]=[CH:6][C:5]=1[N:10]1[CH2:15][CH2:14][NH:13][CH2:12][CH2:11]1. (10) Given the product [Cl:1][C:2]1[CH:3]=[CH:4][C:5]2[N:11]([CH2:12][C:13]3[CH:18]=[CH:17][C:16]([O:19][CH3:20])=[CH:15][C:14]=3[O:21][CH3:22])[C:10](=[O:23])[C@@H:9]([CH2:24][C:25]([NH:40][CH2:41][C:42](=[O:49])[CH2:43][CH2:44][C:45]([O:47][CH3:48])=[O:46])=[O:27])[O:8][C@H:7]([C:28]3[CH:33]=[CH:32][CH:31]=[C:30]([O:34][CH3:35])[C:29]=3[O:36][CH3:37])[C:6]=2[CH:38]=1, predict the reactants needed to synthesize it. The reactants are: [Cl:1][C:2]1[CH:3]=[CH:4][C:5]2[N:11]([CH2:12][C:13]3[CH:18]=[CH:17][C:16]([O:19][CH3:20])=[CH:15][C:14]=3[O:21][CH3:22])[C:10](=[O:23])[C@@H:9]([CH2:24][C:25]([OH:27])=O)[O:8][C@H:7]([C:28]3[CH:33]=[CH:32][CH:31]=[C:30]([O:34][CH3:35])[C:29]=3[O:36][CH3:37])[C:6]=2[CH:38]=1.Cl.[NH2:40][CH2:41][C:42](=[O:49])[CH2:43][CH2:44][C:45]([O:47][CH3:48])=[O:46].Cl.C(N=C=NCCCN(C)C)C.ON1C2C=CC=CC=2N=N1.